Task: Regression. Given two drug SMILES strings and cell line genomic features, predict the synergy score measuring deviation from expected non-interaction effect.. Dataset: NCI-60 drug combinations with 297,098 pairs across 59 cell lines (1) Drug 1: CC(C)CN1C=NC2=C1C3=CC=CC=C3N=C2N. Drug 2: COCCOC1=C(C=C2C(=C1)C(=NC=N2)NC3=CC=CC(=C3)C#C)OCCOC.Cl. Cell line: IGROV1. Synergy scores: CSS=6.50, Synergy_ZIP=-4.10, Synergy_Bliss=-1.11, Synergy_Loewe=-3.77, Synergy_HSA=-3.04. (2) Drug 1: C1CC(=O)NC(=O)C1N2CC3=C(C2=O)C=CC=C3N. Drug 2: C(=O)(N)NO. Cell line: 786-0. Synergy scores: CSS=-0.177, Synergy_ZIP=7.87, Synergy_Bliss=-4.53, Synergy_Loewe=-4.82, Synergy_HSA=-4.67. (3) Drug 1: CC1=C(C(CCC1)(C)C)C=CC(=CC=CC(=CC(=O)O)C)C. Drug 2: CNC(=O)C1=NC=CC(=C1)OC2=CC=C(C=C2)NC(=O)NC3=CC(=C(C=C3)Cl)C(F)(F)F. Cell line: NCI-H522. Synergy scores: CSS=2.27, Synergy_ZIP=4.31, Synergy_Bliss=2.61, Synergy_Loewe=3.57, Synergy_HSA=4.16. (4) Drug 1: CCC(=C(C1=CC=CC=C1)C2=CC=C(C=C2)OCCN(C)C)C3=CC=CC=C3.C(C(=O)O)C(CC(=O)O)(C(=O)O)O. Drug 2: CC1=C(C=C(C=C1)NC(=O)C2=CC=C(C=C2)CN3CCN(CC3)C)NC4=NC=CC(=N4)C5=CN=CC=C5. Cell line: SN12C. Synergy scores: CSS=3.21, Synergy_ZIP=-1.95, Synergy_Bliss=-3.98, Synergy_Loewe=1.51, Synergy_HSA=-1.06. (5) Drug 1: CN1CCC(CC1)COC2=C(C=C3C(=C2)N=CN=C3NC4=C(C=C(C=C4)Br)F)OC. Drug 2: CS(=O)(=O)OCCCCOS(=O)(=O)C. Cell line: K-562. Synergy scores: CSS=42.5, Synergy_ZIP=-0.597, Synergy_Bliss=3.08, Synergy_Loewe=-26.1, Synergy_HSA=1.10. (6) Drug 1: COC1=CC(=CC(=C1O)OC)C2C3C(COC3=O)C(C4=CC5=C(C=C24)OCO5)OC6C(C(C7C(O6)COC(O7)C8=CC=CS8)O)O. Drug 2: C#CCC(CC1=CN=C2C(=N1)C(=NC(=N2)N)N)C3=CC=C(C=C3)C(=O)NC(CCC(=O)O)C(=O)O. Cell line: HCT116. Synergy scores: CSS=52.3, Synergy_ZIP=-8.12, Synergy_Bliss=-11.5, Synergy_Loewe=-9.77, Synergy_HSA=-9.27.